From a dataset of Reaction yield outcomes from USPTO patents with 853,638 reactions. Predict the reaction yield, written as a fraction of the theoretical maximum amount of product (1.0 means a 100% yield; for example, 0.34 means a 34% yield). (1) The reactants are [CH:1]1([C:4]2[CH:9]=[C:8]([CH:10]([CH3:15])[C:11]([O:13]C)=[O:12])[CH:7]=[CH:6][C:5]=2[C:16]2[CH:21]=[CH:20][C:19]([OH:22])=[CH:18][CH:17]=2)[CH2:3][CH2:2]1.Br[CH2:24][C:25]1[C:30]([C:31]([O:33][C:34]([CH3:37])([CH3:36])[CH3:35])=[O:32])=[C:29]([O:38]C(OC(C)(C)C)=O)[C:28]([C:46]([F:49])([F:48])[F:47])=[CH:27][CH:26]=1. No catalyst specified. The product is [C:34]([O:33][C:31]([C:30]1[C:29]([OH:38])=[C:28]([C:46]([F:48])([F:47])[F:49])[CH:27]=[CH:26][C:25]=1[CH2:24][O:22][C:19]1[CH:18]=[CH:17][C:16]([C:5]2[CH:6]=[CH:7][C:8]([CH:10]([CH3:15])[C:11]([OH:13])=[O:12])=[CH:9][C:4]=2[CH:1]2[CH2:2][CH2:3]2)=[CH:21][CH:20]=1)=[O:32])([CH3:37])([CH3:36])[CH3:35]. The yield is 0.450. (2) The reactants are Br[C:2]1[CH:11]=[C:10]2[C:5]([CH:6]=[C:7]([NH:12][C:13]([CH:15]3[CH2:17][CH2:16]3)=[O:14])[N:8]=[CH:9]2)=[CH:4][CH:3]=1.[CH3:18][C:19]1[S:20][CH:21]=[C:22](B2OC(C)(C)C(C)(C)O2)[N:23]=1.C(=O)([O-])[O-].[K+].[K+].C(#N)C.O. The catalyst is CC(P(C(C)(C)C)C1C=CC(N(C)C)=CC=1)(C)C.CC(P(C(C)(C)C)C1C=CC(N(C)C)=CC=1)(C)C.Cl[Pd]Cl.ClCCl. The product is [CH3:18][C:19]1[S:20][CH:21]=[C:22]([C:2]2[CH:11]=[C:10]3[C:5]([CH:6]=[C:7]([NH:12][C:13]([CH:15]4[CH2:17][CH2:16]4)=[O:14])[N:8]=[CH:9]3)=[CH:4][CH:3]=2)[N:23]=1. The yield is 0.210. (3) The reactants are [C:1]([O:5][C:6]([N:8]1[CH2:13][CH2:12][CH2:11][CH:10]([C:14]#[CH:15])[CH2:9]1)=[O:7])([CH3:4])([CH3:3])[CH3:2].I[C:17]1[CH:22]=[CH:21][C:20]([F:23])=[CH:19][CH:18]=1. The catalyst is CCN(CC)CC.[Cu]I.Cl[Pd](Cl)([P](C1C=CC=CC=1)(C1C=CC=CC=1)C1C=CC=CC=1)[P](C1C=CC=CC=1)(C1C=CC=CC=1)C1C=CC=CC=1. The product is [C:1]([O:5][C:6]([N:8]1[CH2:13][CH2:12][CH2:11][CH:10]([C:14]#[C:15][C:17]2[CH:22]=[CH:21][C:20]([F:23])=[CH:19][CH:18]=2)[CH2:9]1)=[O:7])([CH3:4])([CH3:3])[CH3:2]. The yield is 0.890. (4) The reactants are [F:1][C:2]1[CH:7]=[CH:6][C:5]([CH:8]([N:10]2[CH2:15][CH2:14][CH2:13][CH:12](I)[C:11]2=[O:17])[CH3:9])=[CH:4][CH:3]=1.[P:18]([O:25]CC)([O:22][CH2:23][CH3:24])[O:19][CH2:20][CH3:21]. No catalyst specified. The product is [F:1][C:2]1[CH:7]=[CH:6][C:5]([C@@H:8]([N:10]2[CH2:15][CH2:14][CH2:13][CH:12]([P:18](=[O:25])([O:22][CH2:23][CH3:24])[O:19][CH2:20][CH3:21])[C:11]2=[O:17])[CH3:9])=[CH:4][CH:3]=1. The yield is 1.00.